This data is from Catalyst prediction with 721,799 reactions and 888 catalyst types from USPTO. The task is: Predict which catalyst facilitates the given reaction. (1) The catalyst class is: 75. Reactant: Cl[C:2]1[C:11]2[C:6](=[CH:7][C:8]([C:13]#[N:14])=[C:9]([F:12])[CH:10]=2)[C:5]([CH3:15])=[CH:4][N:3]=1.[Cl:16][C:17]1[CH:18]=[C:19](C2C3C(=CC(C#N)=C(F)C=3)C=CN=2)[CH:20]=[N:21][C:22]=1[O:23][CH2:24][CH:25]([CH3:27])[CH3:26].C([O-])([O-])=O.[Cs+].[Cs+]. Product: [Cl:16][C:17]1[CH:18]=[C:19]([C:2]2[C:11]3[C:6](=[CH:7][C:8]([C:13]#[N:14])=[C:9]([F:12])[CH:10]=3)[C:5]([CH3:15])=[CH:4][N:3]=2)[CH:20]=[N:21][C:22]=1[O:23][CH2:24][CH:25]([CH3:27])[CH3:26]. (2) Reactant: [NH2:1][C@@H:2]([CH2:33][C:34]1[CH:39]=[CH:38][CH:37]=[CH:36][CH:35]=1)[CH2:3][C@H:4]([OH:32])[C@@H:5]([NH:19][C:20]([C@@H:22]([NH:27][C:28](=[O:31])[O:29][CH3:30])[C:23]([CH3:26])([CH3:25])[CH3:24])=[O:21])[CH2:6][C:7]1[CH:12]=[CH:11][C:10]([C:13]2[CH:18]=[CH:17][CH:16]=[CH:15][N:14]=2)=[CH:9][CH:8]=1.[CH3:40][C@@H:41]([CH2:61][CH3:62])[C@H:42]([N:46]1[CH2:50][C:49](=[O:51])[N:48]([CH2:52][C:53]2[CH:58]=[CH:57][CH:56]=[C:55]([CH3:59])[N:54]=2)[C:47]1=[O:60])[C:43](O)=[O:44].CCOP(ON1N=NC2C=CC=CC=2C1=O)(OCC)=O.C(N(CC)C(C)C)(C)C. Product: [OH:32][C@@H:4]([CH2:3][C@@H:2]([NH:1][C:43](=[O:44])[C@@H:42]([N:46]1[CH2:50][C:49](=[O:51])[N:48]([CH2:52][C:53]2[CH:58]=[CH:57][CH:56]=[C:55]([CH3:59])[N:54]=2)[C:47]1=[O:60])[CH:41]([CH3:40])[CH2:61][CH3:62])[CH2:33][C:34]1[CH:35]=[CH:36][CH:37]=[CH:38][CH:39]=1)[C@@H:5]([NH:19][C:20]([C@@H:22]([NH:27][C:28](=[O:31])[O:29][CH3:30])[C:23]([CH3:25])([CH3:26])[CH3:24])=[O:21])[CH2:6][C:7]1[CH:12]=[CH:11][C:10]([C:13]2[CH:18]=[CH:17][CH:16]=[CH:15][N:14]=2)=[CH:9][CH:8]=1. The catalyst class is: 1. (3) Reactant: [CH:1]([C:4]1[CH:9]=[CH:8][C:7]([CH:10]2[C:14]3[C:15]([CH3:22])=[C:16]([NH2:21])[C:17]([CH3:20])=[C:18]([CH3:19])[C:13]=3[O:12][C:11]2([CH3:24])[CH3:23])=[CH:6][CH:5]=1)([CH3:3])[CH3:2].[CH3:25][O:26][C:27]([C:29]1[CH:37]=[CH:36][C:32]([C:33](Cl)=[O:34])=[CH:31][CH:30]=1)=[O:28]. Product: [CH:1]([C:4]1[CH:9]=[CH:8][C:7]([CH:10]2[C:14]3[C:15]([CH3:22])=[C:16]([NH:21][C:33]([C:32]4[CH:36]=[CH:37][C:29]([C:27]([O:26][CH3:25])=[O:28])=[CH:30][CH:31]=4)=[O:34])[C:17]([CH3:20])=[C:18]([CH3:19])[C:13]=3[O:12][C:11]2([CH3:24])[CH3:23])=[CH:6][CH:5]=1)([CH3:3])[CH3:2]. The catalyst class is: 5. (4) Product: [CH3:1][C:2]1[C:7]([N+:8]([O-:10])=[O:9])=[CH:6][CH:5]=[C:4]([CH3:11])[C:3]=1[O:12][C:14]1[C:19]([C:20]2[CH:25]=[CH:24][N:23]=[CH:22][N:21]=2)=[CH:18][CH:17]=[CH:16][N:15]=1. The catalyst class is: 16. Reactant: [CH3:1][C:2]1[C:7]([N+:8]([O-:10])=[O:9])=[CH:6][CH:5]=[C:4]([CH3:11])[C:3]=1[OH:12].Cl[C:14]1[C:19]([C:20]2[CH:25]=[CH:24][N:23]=[CH:22][N:21]=2)=[CH:18][CH:17]=[CH:16][N:15]=1.C(=O)([O-])[O-].[Cs+].[Cs+].O. (5) Reactant: [B:1]([OH:4])([OH:3])[OH:2].[CH3:5][C@H:6]1[CH2:11][C@@H:10](O)[C@H:9]([CH:13]([CH3:15])[CH3:14])[CH2:8][CH2:7]1.[CH3:16][C@@H:17]1[CH2:22][C@H:21](O)[C@@H:20]([CH:24]([CH3:26])[CH3:25])[CH2:19][CH2:18]1. Product: [B:1]([O:4][CH:8]1[CH2:7][CH:6]([CH3:5])[CH2:11][CH2:10][CH:9]1[CH:13]([CH3:15])[CH3:14])([O:3][CH:21]1[CH2:22][CH:17]([CH3:16])[CH2:18][CH2:19][CH:20]1[CH:24]([CH3:26])[CH3:25])[O:2][CH:10]1[CH2:11][CH:6]([CH3:5])[CH2:7][CH2:8][CH:9]1[CH:13]([CH3:15])[CH3:14]. The catalyst class is: 11.